The task is: Predict the reaction yield, written as a fraction of the theoretical maximum amount of product (1.0 means a 100% yield; for example, 0.34 means a 34% yield).. This data is from Reaction yield outcomes from USPTO patents with 853,638 reactions. (1) The reactants are N1C=CC=CC=1.[CH2:7]([OH:11])[CH2:8][CH2:9][CH3:10].[Cl:12][C:13]1[CH:18]=[C:17]([Cl:19])[CH:16]=[CH:15][C:14]=1[O:20][P:21](Cl)(=[O:31])[O:22][C:23]1[CH:28]=[CH:27][C:26]([Cl:29])=[CH:25][C:24]=1[Cl:30]. The catalyst is C(Cl)Cl. The product is [P:21]([O:20][C:14]1[CH:15]=[CH:16][C:17]([Cl:19])=[CH:18][C:13]=1[Cl:12])([O:22][C:23]1[CH:28]=[CH:27][C:26]([Cl:29])=[CH:25][C:24]=1[Cl:30])([O:11][CH2:7][CH2:8][CH2:9][CH3:10])=[O:31]. The yield is 0.100. (2) The reactants are [Li+].[OH-].C([O:5][C:6]([C:8]1[N:9]=[C:10]([C:20]2[CH:25]=[CH:24][C:23]([Cl:26])=[CH:22][C:21]=2[Cl:27])[N:11]([C:13]2[CH:18]=[CH:17][C:16]([Cl:19])=[CH:15][CH:14]=2)[CH:12]=1)=[O:7])C. The catalyst is CO. The product is [Cl:19][C:16]1[CH:15]=[CH:14][C:13]([N:11]2[CH:12]=[C:8]([C:6]([OH:7])=[O:5])[N:9]=[C:10]2[C:20]2[CH:25]=[CH:24][C:23]([Cl:26])=[CH:22][C:21]=2[Cl:27])=[CH:18][CH:17]=1. The yield is 0.940.